From a dataset of Forward reaction prediction with 1.9M reactions from USPTO patents (1976-2016). Predict the product of the given reaction. (1) Given the reactants [F:1][C:2]1[CH:7]=[CH:6][CH:5]=[C:4]([N+:8]([O-])=O)[C:3]=1[O:11][CH2:12][C:13]([O:15]C)=O, predict the reaction product. The product is: [F:1][C:2]1[C:3]2[O:11][CH2:12][C:13](=[O:15])[NH:8][C:4]=2[CH:5]=[CH:6][CH:7]=1. (2) Given the reactants [C:1]1([C:7]2[O:11][N:10]=[C:9]([C:12]([OH:14])=O)[CH:8]=2)[CH:6]=[CH:5][CH:4]=[CH:3][CH:2]=1.CN(C(ON1N=NC2C=CC=NC1=2)=[N+](C)C)C.F[P-](F)(F)(F)(F)F.[NH2:39][CH2:40][CH2:41][CH2:42][CH2:43][C:44]([N:46]1[CH2:51][CH2:50][N:49]([CH3:52])[CH2:48][CH2:47]1)=[O:45].CCN(C(C)C)C(C)C, predict the reaction product. The product is: [CH3:52][N:49]1[CH2:50][CH2:51][N:46]([C:44](=[O:45])[CH2:43][CH2:42][CH2:41][CH2:40][NH:39][C:12]([C:9]2[CH:8]=[C:7]([C:1]3[CH:2]=[CH:3][CH:4]=[CH:5][CH:6]=3)[O:11][N:10]=2)=[O:14])[CH2:47][CH2:48]1. (3) Given the reactants [Cl:1][C:2]1[CH:7]=[C:6]([C:8]2[C:17]3[C:12](=[CH:13][C:14]([S:18](OC4C(F)=C(F)C(F)=C(F)C=4F)(=[O:20])=[O:19])=[CH:15][CH:16]=3)[N:11]=[CH:10][N:9]=2)[C:5]([O:33][CH3:34])=[CH:4][C:3]=1[C:35]1[CH:40]=[CH:39][CH:38]=[C:37]([F:41])[CH:36]=1.[N:42]1[CH:47]=[CH:46][C:45]([NH2:48])=[N:44][CH:43]=1.[Li+].C[Si]([N-][Si](C)(C)C)(C)C, predict the reaction product. The product is: [Cl:1][C:2]1[CH:7]=[C:6]([C:8]2[C:17]3[C:12](=[CH:13][C:14]([S:18]([NH:48][C:45]4[CH:46]=[CH:47][N:42]=[CH:43][N:44]=4)(=[O:19])=[O:20])=[CH:15][CH:16]=3)[N:11]=[CH:10][N:9]=2)[C:5]([O:33][CH3:34])=[CH:4][C:3]=1[C:35]1[CH:40]=[CH:39][CH:38]=[C:37]([F:41])[CH:36]=1. (4) Given the reactants [CH3:1][O:2][C:3](=[O:17])[NH:4][C:5]1[S:6][C:7]2[C:13](I)=[CH:12][CH:11]=[C:10]([O:15][CH3:16])[C:8]=2[N:9]=1.C([Sn](CCCC)(CCCC)[C:23]1[O:24][CH2:25][CH2:26][O:27][CH:28]=1)CCC.O1C=CC=C1P(C1OC=CC=1)C1OC=CC=1.C(N(CC)CC)C, predict the reaction product. The product is: [CH3:1][O:2][C:3](=[O:17])[NH:4][C:5]1[S:6][C:7]2[C:13]([C:23]3[O:24][CH2:25][CH2:26][O:27][CH:28]=3)=[CH:12][CH:11]=[C:10]([O:15][CH3:16])[C:8]=2[N:9]=1.